From a dataset of Peptide-MHC class II binding affinity with 134,281 pairs from IEDB. Regression. Given a peptide amino acid sequence and an MHC pseudo amino acid sequence, predict their binding affinity value. This is MHC class II binding data. (1) The peptide sequence is NHFFNHHKVMLLGHS. The MHC is HLA-DPA10201-DPB10501 with pseudo-sequence HLA-DPA10201-DPB10501. The binding affinity (normalized) is 0.409. (2) The MHC is DRB1_0802 with pseudo-sequence DRB1_0802. The binding affinity (normalized) is 0.272. The peptide sequence is SQDLPLSWNLNGLQAY. (3) The peptide sequence is AEGGKATTEEQKLIE. The MHC is HLA-DQA10201-DQB10202 with pseudo-sequence HLA-DQA10201-DQB10202. The binding affinity (normalized) is 0.353. (4) The peptide sequence is STHMWFSRAVAQSIL. The MHC is DRB4_0101 with pseudo-sequence DRB4_0103. The binding affinity (normalized) is 0.938. (5) The peptide sequence is KKFILATDIAEMGANLC. The MHC is DRB1_0801 with pseudo-sequence DRB1_0801. The binding affinity (normalized) is 0.451. (6) The peptide sequence is VPNAVILQNAWKVSC. The MHC is DRB1_1302 with pseudo-sequence DRB1_1302. The binding affinity (normalized) is 0.819.